From a dataset of Full USPTO retrosynthesis dataset with 1.9M reactions from patents (1976-2016). Predict the reactants needed to synthesize the given product. (1) Given the product [CH2:1]([N:8]([C@@H:9]1[C@@H:17]2[C@@H:12]([O:13][CH2:14][CH2:15][C@@H:16]2[OH:18])[O:11][CH2:10]1)[C:29](=[O:30])[O:31][C:32]([CH3:33])([CH3:34])[CH3:35])[CH3:2], predict the reactants needed to synthesize it. The reactants are: [CH2:1]([N:8](CC)[C@@H:9]1[C@@H:17]2[C@@H:12]([O:13][CH2:14][CH2:15][C@@H:16]2[OH:18])[O:11][CH2:10]1)[C:2]1C=CC=CC=1.[CH3:33][C:32]([O:31][C:29](O[C:29]([O:31][C:32]([CH3:35])([CH3:34])[CH3:33])=[O:30])=[O:30])([CH3:35])[CH3:34]. (2) Given the product [Br:37][CH2:9][C:3]1[C:4]([CH3:8])=[CH:5][CH:6]=[CH:7][C:2]=1[Cl:1], predict the reactants needed to synthesize it. The reactants are: [Cl:1][C:2]1[CH:7]=[CH:6][CH:5]=[C:4]([CH3:8])[C:3]=1[CH2:9]O.C1C=CC(P(C2C=CC=CC=2)C2C=CC=CC=2)=CC=1.C1C(=O)N([Br:37])C(=O)C1. (3) Given the product [C:16]([C:5]1[CH:6]=[N:7][C:8]2[C:13]([C:4]=1[CH2:3][CH:2]([OH:1])[CH2:18][N:48]1[CH2:49][CH2:50][CH:51]([NH:54][C:55](=[O:61])[O:56][C:57]([CH3:59])([CH3:58])[CH3:60])[CH2:52][CH2:53]1)=[N:12][C:11]([O:14][CH3:15])=[CH:10][CH:9]=2)#[N:17], predict the reactants needed to synthesize it. The reactants are: [OH:1][CH:2]([CH2:18]O)[CH2:3][C:4]1[C:13]2[C:8](=[CH:9][CH:10]=[C:11]([O:14][CH3:15])[N:12]=2)[N:7]=[CH:6][C:5]=1[C:16]#[N:17].C(N(CC)CC)C.C1(C)C=CC(S(OS(C2C=CC(C)=CC=2)(=O)=O)(=O)=O)=CC=1.[NH:48]1[CH2:53][CH2:52][CH:51]([NH:54][C:55](=[O:61])[O:56][C:57]([CH3:60])([CH3:59])[CH3:58])[CH2:50][CH2:49]1.C(=O)([O-])[O-].[Na+].[Na+]. (4) Given the product [CH3:24][C:12]1[C:11]2[CH:10]=[N:9][CH:8]=[CH:7][C:6]=2[S:15][C:16]=1[C:17]([O:19][CH2:20][CH3:21])=[O:18], predict the reactants needed to synthesize it. The reactants are: S(Cl)(Cl)=O.Cl[C:6]1[C:11]([C:12](O)=O)=[CH:10][N:9]=[CH:8][CH:7]=1.[SH:15][CH2:16][C:17]([O:19][CH2:20][CH3:21])=[O:18].[H-].[Na+].[CH3:24]N(C)C=O. (5) Given the product [C:1]([O:5][C:6]([N:8]1[C:16]2[C:11](=[CH:12][C:13]([OH:17])=[CH:14][CH:15]=2)[C:10]([NH:25][C:26](=[O:53])[C:27]2[CH:32]=[CH:31][C:30]([N:33]3[CH2:38][CH2:37][N:36]([CH3:39])[CH2:35][CH2:34]3)=[CH:29][C:28]=2[N:40]([CH:47]2[CH2:52][CH2:51][O:50][CH2:49][CH2:48]2)[C:41](=[O:46])[C:42]([F:43])([F:44])[F:45])=[N:9]1)=[O:7])([CH3:4])([CH3:2])[CH3:3], predict the reactants needed to synthesize it. The reactants are: [C:1]([O:5][C:6]([N:8]1[C:16]2[C:11](=[CH:12][C:13]([O:17]CC3C=CC=CC=3)=[CH:14][CH:15]=2)[C:10]([NH:25][C:26](=[O:53])[C:27]2[CH:32]=[CH:31][C:30]([N:33]3[CH2:38][CH2:37][N:36]([CH3:39])[CH2:35][CH2:34]3)=[CH:29][C:28]=2[N:40]([CH:47]2[CH2:52][CH2:51][O:50][CH2:49][CH2:48]2)[C:41](=[O:46])[C:42]([F:45])([F:44])[F:43])=[N:9]1)=[O:7])([CH3:4])([CH3:3])[CH3:2].C1CCCCC=1.